Dataset: Catalyst prediction with 721,799 reactions and 888 catalyst types from USPTO. Task: Predict which catalyst facilitates the given reaction. Reactant: [CH2:1]([O:3][CH:4]([CH2:10][C:11]1[CH:16]=[CH:15][C:14]([OH:17])=[CH:13][CH:12]=1)[C:5]([O:7][CH2:8][CH3:9])=[O:6])[CH3:2].C(N(CC)CC)C.[CH2:25](O)[CH2:26][CH2:27][CH2:28][CH2:29][CH2:30][CH2:31][CH2:32]CC. Product: [CH2:1]([O:3][C@@H:4]([CH2:10][C:11]1[CH:12]=[CH:13][C:14]([OH:17])=[CH:15][CH:16]=1)[C:5]([O:7][CH2:8][CH2:9][CH2:25][CH2:26][CH2:27][CH2:28][CH2:29][CH2:30][CH2:31][CH3:32])=[O:6])[CH3:2].[CH2:1]([O:3][C@H:4]([CH2:10][C:11]1[CH:12]=[CH:13][C:14]([OH:17])=[CH:15][CH:16]=1)[C:5]([O:7][CH2:8][CH3:9])=[O:6])[CH3:2]. The catalyst class is: 194.